This data is from Reaction yield outcomes from USPTO patents with 853,638 reactions. The task is: Predict the reaction yield, written as a fraction of the theoretical maximum amount of product (1.0 means a 100% yield; for example, 0.34 means a 34% yield). (1) The reactants are C(Cl)(=O)C(Cl)=O.CS(C)=O.[F:11][C:12]([F:21])([C:15]1[CH:20]=[CH:19][CH:18]=[CH:17][CH:16]=1)[CH2:13][OH:14].C(N(CC)CC)C. The catalyst is C(Cl)Cl.O. The product is [F:11][C:12]([F:21])([C:15]1[CH:16]=[CH:17][CH:18]=[CH:19][CH:20]=1)[CH:13]=[O:14]. The yield is 0.300. (2) The reactants are [Cl-].O[NH3+:3].[C:4](=[O:7])([O-])[OH:5].[Na+].CS(C)=O.[CH2:13]([C:15]1[N:16]=[C:17]([CH2:46][CH2:47][CH3:48])[N:18]([CH2:31][C:32]2[CH:37]=[CH:36][C:35]([C:38]3[C:39]([C:44]#[N:45])=[CH:40][CH:41]=[CH:42][CH:43]=3)=[CH:34][CH:33]=2)[C:19](=[O:30])[C:20]=1[O:21][C:22]1[CH:27]=[CH:26][CH:25]=[C:24]([O:28][CH3:29])[CH:23]=1)[CH3:14]. The catalyst is C(OCC)(=O)C. The product is [CH2:13]([C:15]1[N:16]=[C:17]([CH2:46][CH2:47][CH3:48])[N:18]([CH2:31][C:32]2[CH:37]=[CH:36][C:35]([C:38]3[CH:43]=[CH:42][CH:41]=[CH:40][C:39]=3[C:44]3[NH:3][C:4](=[O:7])[O:5][N:45]=3)=[CH:34][CH:33]=2)[C:19](=[O:30])[C:20]=1[O:21][C:22]1[CH:27]=[CH:26][CH:25]=[C:24]([O:28][CH3:29])[CH:23]=1)[CH3:14]. The yield is 0.530. (3) The reactants are [CH3:1][CH:2]([CH2:4][CH2:5][CH2:6][C@H:7]([C@@H:9]1[C@:26]2([CH3:27])[C@H:12]([C@H:13]3[C@H:23]([CH2:24][CH2:25]2)[C@:21]2([CH3:22])[C:16]([CH2:17][C@@H:18]([N:28](S(C4C=CC=CC=4[N+]([O-])=O)(=O)=O)[CH2:29][CH2:30][CH2:31][NH:32][C:33](=[O:62])[CH2:34][CH2:35][NH:36][C:37](=[O:61])[CH2:38][CH2:39][NH:40][C:41](=[O:60])[CH2:42][CH2:43][CH2:44][CH2:45][CH2:46][NH:47][C:48]4[C:53]5=[N:54][O:55][N:56]=[C:52]5[C:51]([N+:57]([O-:59])=[O:58])=[CH:50][CH:49]=4)[CH2:19][CH2:20]2)=[CH:15][CH2:14]3)[CH2:11][CH2:10]1)[CH3:8])[CH3:3].C([O-])([O-])=O.[K+].[K+].C1(S)C=CC=CC=1. The catalyst is CN(C)C=O.O1CCCC1. The product is [CH3:3][CH:2]([CH2:4][CH2:5][CH2:6][C@H:7]([C@@H:9]1[C@:26]2([CH3:27])[C@H:12]([C@H:13]3[C@H:23]([CH2:24][CH2:25]2)[C@:21]2([CH3:22])[C:16]([CH2:17][C@@H:18]([NH:28][CH2:29][CH2:30][CH2:31][NH:32][C:33](=[O:62])[CH2:34][CH2:35][NH:36][C:37](=[O:61])[CH2:38][CH2:39][NH:40][C:41](=[O:60])[CH2:42][CH2:43][CH2:44][CH2:45][CH2:46][NH:47][C:48]4[C:53]5=[N:54][O:55][N:56]=[C:52]5[C:51]([N+:57]([O-:59])=[O:58])=[CH:50][CH:49]=4)[CH2:19][CH2:20]2)=[CH:15][CH2:14]3)[CH2:11][CH2:10]1)[CH3:8])[CH3:1]. The yield is 0.520.